Regression/Classification. Given a drug SMILES string, predict its absorption, distribution, metabolism, or excretion properties. Task type varies by dataset: regression for continuous measurements (e.g., permeability, clearance, half-life) or binary classification for categorical outcomes (e.g., BBB penetration, CYP inhibition). Dataset: cyp1a2_veith. From a dataset of CYP1A2 inhibition data for predicting drug metabolism from PubChem BioAssay. (1) The drug is O=[N+]([O-])/C=C/c1cn(Cc2ccccc2)c2ccccc12. The result is 1 (inhibitor). (2) The compound is CC(=O)NCCNc1nc(-c2ccccc2Cl)nc2ccccc12. The result is 1 (inhibitor). (3) The compound is Cc1[nH]c(C)c(CN(C)C)c1CN(C)C. The result is 0 (non-inhibitor). (4) The compound is CCNc1ncc2nc(-c3cn(C)c4ccccc34)c(=O)n(CCC#N)c2n1. The result is 1 (inhibitor). (5) The molecule is Cc1cnc(CNc2nc(-c3ccccc3C(F)(F)F)nc3ccccc23)cn1. The result is 1 (inhibitor). (6) The drug is CC1(C)C2([N+](=O)[O-])CN3CC1([N+](=O)[O-])CN(C2)C3c1ccccc1. The result is 0 (non-inhibitor).